Dataset: Peptide-MHC class I binding affinity with 185,985 pairs from IEDB/IMGT. Task: Regression. Given a peptide amino acid sequence and an MHC pseudo amino acid sequence, predict their binding affinity value. This is MHC class I binding data. The peptide sequence is FDLASWIKYI. The MHC is H-2-Kk with pseudo-sequence H-2-Kk. The binding affinity (normalized) is 0.948.